From a dataset of Reaction yield outcomes from USPTO patents with 853,638 reactions. Predict the reaction yield, written as a fraction of the theoretical maximum amount of product (1.0 means a 100% yield; for example, 0.34 means a 34% yield). (1) The reactants are [Cl:1][C:2]1[C:7]2[S:8][C:9]([C:11]3[C:16]([N+:17]([O-])=O)=[CH:15][CH:14]=[CH:13][C:12]=3[Cl:20])=[N:10][C:6]=2[CH:5]=[CH:4][N:3]=1. The catalyst is CC(O)=O.[Fe]. The product is [Cl:20][C:12]1[C:11]([C:9]2[S:8][C:7]3[C:2]([Cl:1])=[N:3][CH:4]=[CH:5][C:6]=3[N:10]=2)=[C:16]([NH2:17])[CH:15]=[CH:14][CH:13]=1. The yield is 0.790. (2) The reactants are [C:1]([O:5][C:6]([N:8]1[CH2:13][CH2:12][CH:11]([N:14]2[CH2:18][CH2:17][C@H:16]([O:19][C:20]3[CH:28]=[CH:27][C:23]([C:24]([OH:26])=O)=[CH:22][C:21]=3[F:29])[C:15]2=[O:30])[CH2:10][CH2:9]1)=[O:7])([CH3:4])([CH3:3])[CH3:2].[C:31]([NH:34][NH2:35])(=[O:33])[CH3:32].C(N(C(C)C)C(C)C)C.O=C1N(P(Cl)(N2CCOC2=O)=O)CCO1. The catalyst is C(Cl)Cl.O. The product is [C:31]([NH:34][NH:35][C:24]([C:23]1[CH:27]=[CH:28][C:20]([O:19][C@H:16]2[CH2:17][CH2:18][N:14]([CH:11]3[CH2:10][CH2:9][N:8]([C:6]([O:5][C:1]([CH3:4])([CH3:2])[CH3:3])=[O:7])[CH2:13][CH2:12]3)[C:15]2=[O:30])=[C:21]([F:29])[CH:22]=1)=[O:26])(=[O:33])[CH3:32]. The yield is 1.02.